Predict the reaction yield, written as a fraction of the theoretical maximum amount of product (1.0 means a 100% yield; for example, 0.34 means a 34% yield). From a dataset of Reaction yield outcomes from USPTO patents with 853,638 reactions. (1) The reactants are [Br:1][C:2]1[CH:16]=[CH:15][C:5]([C:6]([C@H:8]2[CH2:10][C@H:9]2[C:11]([O:13]C)=[O:12])=[O:7])=[CH:4][CH:3]=1.[OH-].[Na+]. The catalyst is CO. The product is [Br:1][C:2]1[CH:3]=[CH:4][C:5]([C:6]([C@@H:8]2[CH2:10][C@H:9]2[C:11]([OH:13])=[O:12])=[O:7])=[CH:15][CH:16]=1. The yield is 0.950. (2) The reactants are [CH3:1][N:2]1[CH:6]=[CH:5][CH:4]=[N:3]1.CN(C)CCN(C)C.C([Li])CCC.[CH:20]12[O:26][CH:21]1[CH2:22][CH2:23][CH2:24][CH2:25]2. The catalyst is C1COCC1.O. The product is [CH3:1][N:2]1[C:6]([C@H:20]2[CH2:25][CH2:24][CH2:23][CH2:22][C@@H:21]2[OH:26])=[CH:5][CH:4]=[N:3]1. The yield is 0.550.